Dataset: Catalyst prediction with 721,799 reactions and 888 catalyst types from USPTO. Task: Predict which catalyst facilitates the given reaction. (1) Reactant: [CH2:1]([C@@:5]1([CH2:28][CH3:29])[NH:11][C@H:10]([C:12]2[CH:17]=[CH:16][CH:15]=[CH:14][CH:13]=2)[C:9]2[CH:18]=[C:19]([O:24][CH3:25])[C:20]([CH2:22][NH2:23])=[CH:21][C:8]=2[S:7](=[O:27])(=[O:26])[CH2:6]1)[CH2:2][CH2:3][CH3:4].N1C=CC=CC=1.[Cl:36][CH2:37][CH2:38][C:39](Cl)=[O:40]. Product: [CH2:1]([C@@:5]1([CH2:28][CH3:29])[NH:11][C@H:10]([C:12]2[CH:13]=[CH:14][CH:15]=[CH:16][CH:17]=2)[C:9]2[CH:18]=[C:19]([O:24][CH3:25])[C:20]([CH2:22][NH:23][C:39](=[O:40])[CH2:38][CH2:37][Cl:36])=[CH:21][C:8]=2[S:7](=[O:26])(=[O:27])[CH2:6]1)[CH2:2][CH2:3][CH3:4]. The catalyst class is: 2. (2) Reactant: [CH3:1][C:2]1([CH3:15])[C:11]2[C:6]3=[C:7]([NH:12][C:13](=[O:14])[N:5]3[CH2:4][CH2:3]1)[CH:8]=[CH:9][CH:10]=2.C(=O)([O-])[O-].[Cs+].[Cs+].CC1C=CC(S(O[CH2:33][C@@H:34]2[C@@H:41]3[C@@H:37]([O:38][C:39]([CH3:43])([CH3:42])[O:40]3)[CH:36]([O:44][CH3:45])[O:35]2)(=O)=O)=CC=1.O. Product: [CH3:45][O:44][CH:36]1[C@@H:37]2[O:38][C:39]([CH3:43])([CH3:42])[O:40][C@@H:41]2[C@@H:34]([CH2:33][N:12]2[C:7]3=[C:6]4[C:11](=[CH:10][CH:9]=[CH:8]3)[C:2]([CH3:15])([CH3:1])[CH2:3][CH2:4][N:5]4[C:13]2=[O:14])[O:35]1. The catalyst class is: 3. (3) Reactant: [C:9](O[C:9]([O:11][C:12]([CH3:15])([CH3:14])[CH3:13])=[O:10])([O:11][C:12]([CH3:15])([CH3:14])[CH3:13])=[O:10].[NH2:16][CH2:17][CH2:18][O:19][CH2:20][CH2:21][OH:22]. Product: [C:12]([O:11][C:9]([NH:16][CH2:17][CH2:18][O:19][CH2:20][CH2:21][OH:22])=[O:10])([CH3:13])([CH3:14])[CH3:15]. The catalyst class is: 8. (4) Reactant: C1(C)C=CC=CC=1.CS(O[CH2:13][C:14]1[S:22][C:21]2[CH2:20][CH2:19][N:18]([C:23]([O:25][C:26]([CH3:29])([CH3:28])[CH3:27])=[O:24])[CH2:17][C:16]=2[CH:15]=1)(=O)=O.C(=O)([O-])[O-].[K+].[K+].[NH:36]1[CH2:40][CH2:39][CH2:38][CH2:37]1. Product: [N:36]1([CH2:13][C:14]2[S:22][C:21]3[CH2:20][CH2:19][N:18]([C:23]([O:25][C:26]([CH3:29])([CH3:28])[CH3:27])=[O:24])[CH2:17][C:16]=3[CH:15]=2)[CH2:40][CH2:39][CH2:38][CH2:37]1. The catalyst class is: 13.